This data is from Full USPTO retrosynthesis dataset with 1.9M reactions from patents (1976-2016). The task is: Predict the reactants needed to synthesize the given product. (1) Given the product [CH3:3][O:4][C:5](=[O:13])[CH:6]([NH:7][C:30](=[O:31])[CH2:29][O:28][CH2:21][C:20]1[CH:19]=[CH:24][CH:23]=[CH:22][CH:27]=1)[CH2:8][CH2:9][CH2:10][CH2:11][NH:12][C:30](=[O:31])[CH2:29][O:28][CH2:21][C:22]1[CH:27]=[CH:26][CH:25]=[CH:24][CH:23]=1, predict the reactants needed to synthesize it. The reactants are: Cl.Cl.[CH3:3][O:4][C:5](=[O:13])[C@H:6]([CH2:8][CH2:9][CH2:10][CH2:11][NH2:12])[NH2:7].C(N([CH2:19][CH3:20])CC)C.[CH2:21]([O:28][CH2:29][C:30](Cl)=[O:31])[C:22]1[CH:27]=[CH:26][CH:25]=[CH:24][CH:23]=1. (2) Given the product [C:4]([O:3][C:1]([N:8]1[CH2:11][C:10]([OH:12])([CH3:13])[CH2:9]1)=[O:2])([CH3:7])([CH3:6])[CH3:5], predict the reactants needed to synthesize it. The reactants are: [C:1]([N:8]1[CH2:11][C:10](=[O:12])[CH2:9]1)([O:3][C:4]([CH3:7])([CH3:6])[CH3:5])=[O:2].[CH3:13][Mg]Cl. (3) The reactants are: [F:1][C:2]1[CH:3]=[C:4]([O:20][CH3:21])[CH:5]=[C:6]2[C:11]=1[N:10]=[CH:9][CH:8]=[C:7]2OS(C(F)(F)F)(=O)=O.C(=O)([O-])[O-].[K+].[K+].CO[CH2:30][CH2:31]OC.O. Given the product [CH:30]([C:7]1[C:6]2[C:11](=[C:2]([F:1])[CH:3]=[C:4]([O:20][CH3:21])[CH:5]=2)[N:10]=[CH:9][CH:8]=1)=[CH2:31], predict the reactants needed to synthesize it. (4) The reactants are: [CH:1]([C:3]1[CH:8]=[CH:7][C:6]([C:9]2[CH:14]=[CH:13][CH:12]=[C:11]([CH2:15][N:16]([CH2:25][CH2:26][CH3:27])[C:17](=[O:24])[C:18]3[CH:23]=[CH:22][CH:21]=[CH:20][CH:19]=3)[CH:10]=2)=[CH:5][CH:4]=1)=O.[S:28]1[CH2:32][C:31](=[O:33])[NH:30][C:29]1=[O:34]. Given the product [O:34]=[C:29]1[NH:30][C:31](=[O:33])[C:32](=[CH:1][C:3]2[CH:4]=[CH:5][C:6]([C:9]3[CH:14]=[CH:13][CH:12]=[C:11]([CH2:15][N:16]([CH2:25][CH2:26][CH3:27])[C:17](=[O:24])[C:18]4[CH:19]=[CH:20][CH:21]=[CH:22][CH:23]=4)[CH:10]=3)=[CH:7][CH:8]=2)[S:28]1, predict the reactants needed to synthesize it. (5) Given the product [CH3:1][C:2]1[N:7]=[C:6]([CH2:8][OH:9])[CH:5]=[CH:4][C:3]=1[N+:10]([O-:12])=[O:11], predict the reactants needed to synthesize it. The reactants are: [CH3:1][C:2]1[N:7]=[C:6]([CH:8]=[O:9])[CH:5]=[CH:4][C:3]=1[N+:10]([O-:12])=[O:11].[BH4-].[Na+]. (6) Given the product [CH3:1][O:2][C:3]1[CH:4]=[C:5]([C:11]2[S:15][C:14]3=[N:16][C:17]([CH3:19])=[C:18]([I:27])[N:13]3[N:12]=2)[CH:6]=[CH:7][C:8]=1[O:9][CH3:10], predict the reactants needed to synthesize it. The reactants are: [CH3:1][O:2][C:3]1[CH:4]=[C:5]([C:11]2[S:15][C:14]3=[N:16][C:17]([CH3:19])=[CH:18][N:13]3[N:12]=2)[CH:6]=[CH:7][C:8]=1[O:9][CH3:10].C1C(=O)N([I:27])C(=O)C1. (7) Given the product [CH:41]1([C:2]2[N:7]=[C:6]([C:8]3[O:9][C:10]([C:13]([O:19][Si:20]([CH:21]([CH3:23])[CH3:22])([CH:27]([CH3:28])[CH3:29])[CH:24]([CH3:25])[CH3:26])([CH3:18])[C:14]([F:15])([F:16])[F:17])=[N:11][N:12]=3)[C:5]([NH2:30])=[CH:4][C:3]=2[C:31]([F:32])([F:33])[F:34])[CH2:43][CH2:42]1, predict the reactants needed to synthesize it. The reactants are: Br[C:2]1[N:7]=[C:6]([C:8]2[O:9][C:10]([C:13]([O:19][Si:20]([CH:27]([CH3:29])[CH3:28])([CH:24]([CH3:26])[CH3:25])[CH:21]([CH3:23])[CH3:22])([CH3:18])[C:14]([F:17])([F:16])[F:15])=[N:11][N:12]=2)[C:5]([NH2:30])=[CH:4][C:3]=1[C:31]([F:34])([F:33])[F:32].C([O-])([O-])=O.[K+].[K+].[CH:41]1(B(O)O)[CH2:43][CH2:42]1.